Task: Binary Classification. Given a miRNA mature sequence and a target amino acid sequence, predict their likelihood of interaction.. Dataset: Experimentally validated miRNA-target interactions with 360,000+ pairs, plus equal number of negative samples (1) The miRNA is hsa-miR-7851-3p with sequence UACCUGGGAGACUGAGGUUGGA. The protein sequence of the target gene is MRLRNGTVATALAFITSFLTLSWYTTWQNGKEKLIAYQREFLALKERLRIAEHRISQRSSELNTIVQQFKRVGAETNGSKDALNKFSDNTLKLLKELTSKKSLQVPSIYYHLPHLLKNEGSLQPAVQIGNGRTGVSIVMGIPTVKREVKSYLIETLHSLIDNLYPEEKLDCVIVVFIGETDIDYVHGVVANLEKEFSKEISSGLVEVISPPESYYPDLTNLKETFGDSKERVRWRTKQNLDYCFLMMYAQEKGIYYIQLEDDIIVKQNYFNTIKNFALQLSSEEWMILEFSQLGFIGKMF.... Result: 0 (no interaction). (2) The miRNA is hsa-miR-6828-5p with sequence AGGAAGCAAGAGAACCCUGUGG. The protein sequence of the target gene is MTQMSQVQELFHEAAQQDALAQPQPWWKTQLFMWEPVLFGTWDGVFTSCMINIFGVVLFLRTGWLVGNTGVLLGMFLVSFVILVALVTVLSGIGVGERSSIGSGGVYSMISSVLGGQTGGTIGLLYVFGQCVAGAMYITGFAESISDLLGLGNIWAVRGISVAVLLALLGINLAGVKWIIRLQLLLLFLLAVSTLDFVVGSFTHLDPEHGFIGYSPELLQNNTLPDYSPGESFFTVFGVFFPAATGVMAGFNMGGDLREPAASIPLGSLAAVGISWFLYIIFVFLLGAICTREALRYDFL.... Result: 1 (interaction). (3) The miRNA is hsa-miR-323b-3p with sequence CCCAAUACACGGUCGACCUCUU. The protein sequence of the target gene is MARKALKLASWTSMALAASGIYFYSNKYLDPNDFGAVRVGRAVATTAVISYDYLTSLKSVPYGSEEYLQLRSKSWPVFLQVHLRSARRLCELCCANRGTFIKVGQHLGALDYLLPEEYTSTLKVLHSQAPQSSMQEIRQVIREDLGKEIHDLFQSFDDTPLGTASLAQVHKAVLHDGRTVAVKVQHPKVRAQSSKDILLMEVLVLAVKQLFPEFEFMWLVDEAKKNLPLELDFLNEGRNAEKVSQMLRHFDFLKVPRIHWDLSTERVLLMEFVDGGQVNDRDYMERNKIDVNEISRHLGK.... Result: 0 (no interaction). (4) The protein sequence of the target gene is MAAAAGDADDEPRSGHSSSEGECAVAPEPLTDAEGLFSFADFGSALGGGGAGLSGRASGGAQSPLRYLHVLWQQDAEPRDELRCKIPAGRLRRAARPHRRLGPTGKEVHALKRLRDSANANDVETVQQLLEDGADPCAADDKGRTALHFASCNGNDQIVQLLLDHGADPNQRDGLGNTPLHLAACTNHVPVITTLLRGGARVDALDRAGRTPLHLAKSKLNILQEGHAQCLEAVRLEVKQIIHMLREYLERLGQHEQRERLDDLCTRLQMTSTKEQVDEVTDLLASFTSLSLQMQSMEKR.... Result: 0 (no interaction). The miRNA is mmu-miR-7214-5p with sequence UGUUUUCUGGGUUGGAAUGAGAA. (5) The miRNA is hsa-miR-502-3p with sequence AAUGCACCUGGGCAAGGAUUCA. The protein sequence of the target gene is MACLMAAFSVGTAMNASSYSAEMTEPKSVCVSVDEVVSSNMEATETDLLNGHLKKVDNNLTEAQRFSSLPRRAAVNIEFRDLSYSVPEGPWWRKKGYKTLLKGISGKFNSGELVAIMGPSGAGKSTLMNILAGYRETGMKGAVLINGLPRDLRCFRKVSCYIMQDDMLLPHLTVQEAMMVSAHLKLQEKDEGRREMVKEILTALGLLSCANTRTGSLSGGQRKRLAIALELVNNPPVMFFDEPTSGLDSASCFQVVSLMKGLAQGGRSIICTIHQPSAKLFELFDQLYVLSQGQCVYRGK.... Result: 0 (no interaction). (6) The miRNA is hsa-miR-1284 with sequence UCUAUACAGACCCUGGCUUUUC. The protein sequence of the target gene is MSTNICSFKDRCVSILCCKFCKQVLSSRGMKAVLLADTEIDLFSTDIPPTNAVDFTGRCYFTKICKCKLKDIACLKCGNIVGYHVIVPCSSCLLSCNNGHFWMFHSQAVYDINRLDSTGVNVLLWGNLPEIEESTDEDVLNISAEECIR. Result: 0 (no interaction). (7) The miRNA is hsa-miR-3133 with sequence UAAAGAACUCUUAAAACCCAAU. Result: 0 (no interaction). The protein sequence of the target gene is MDLIGFGYAALVTFGSIFGYKRRGGVPSLIAGLFVGCLAGYGAYRVSNDKRDVKVSLFTAFFLATIMGVRFKRSKKIMPAGLVAGLSLMMILRLVLLLL. (8) The miRNA is hsa-miR-509-5p with sequence UACUGCAGACAGUGGCAAUCA. The protein sequence of the target gene is MESSGSAACCPVLQQRARWERKRVCTARELLETERRYQEQLGLVATYFLRILKAKGTLRPPELQTLFGTWELIYAASLELLPYLEEGQWGLGLQGFCPHLELYAQFAANAERSQTTLQAQLKKNKRFRRFVKLQEGRPEFRGLQLQDLLPLPLQRLQQYENLVVALAENTVPNSPDYQQLTRAARLVSETAQKVHAIGQSQKNDQHLLRVQALLSGRKAKGLTSGRWFLRQGWLLVVPPTGEPRPRMFFLFSDVLLMAKPRPPLHLLKSGTFVCRALYPMSQCHLSRVFGHSGGPCGGLL.... Result: 0 (no interaction). (9) The miRNA is hsa-miR-129-5p with sequence CUUUUUGCGGUCUGGGCUUGC. The protein sequence of the target gene is MEIVGCRAEDNSCPFRPPAMLFHGISGGHIQGIMEEMERRSKTEARLAKGAQLNGRDAGMPPLSPEKPALCAGCGGKISDRYYLLAVDKQWHLRCLKCCECKLALESELTCFAKDGSIYCKEDYYRRFSVQRCARCHLGISASEMVMRARDSVYHLSCFTCSTCNKTLTTGDHFGMKDSLVYCRAHFETLLQGEYPPQLSYTELAAKSGGLALPYFNGTGTVQKGRPRKRKSPALGVDIVNYNSGCNENEADHLDRDQQPYPPSQKTKRMRTSFKHHQLRTMKSYFAINHNPDAKDLKQL.... Result: 1 (interaction). (10) The miRNA is mmu-miR-466d-5p with sequence UGUGUGUGCGUACAUGUACAUG. The protein sequence of the target gene is MILGSLSRAGPLPLLRQPPIMQPPMDLKQILPFPLEPAPTLGLFSNYSTMDPVQKAVLSHTFGGPLLKTKRPVISCNVCQIRFNSQSQAEAHYKGNRHARRVKGIEAAKTRGREPSVRESGDPAPAGSIPPSGDGVAPRPVSMENGLGPAPGSPEKQPGSPSPPSVPESGQGVTKGEGGTSVPASLPGGSKEEEEKAKRLLYCALCKVAVNSLSQLEAHNKGTKHKTILEARSGLGPIKAYPRLGPPTPGEPEAPAQDRTFHCEICNVKVNSEVQLKQHISSRRHRDGVAGKPNPLLSRH.... Result: 0 (no interaction).